From a dataset of Full USPTO retrosynthesis dataset with 1.9M reactions from patents (1976-2016). Predict the reactants needed to synthesize the given product. (1) Given the product [CH2:1]([O:3][C:4]1[N:8]=[C:7]([CH:9]2[CH2:14][CH:13]([C:15]3[CH:20]=[CH:19][C:18]([CH2:21][C:22]([F:25])([F:24])[F:23])=[CH:17][CH:16]=3)[CH2:12][N:11]([C:26]([N:28]3[CH2:29][CH2:30][S:31](=[O:42])[CH2:32][CH2:33]3)=[O:27])[CH2:10]2)[O:6][N:5]=1)[CH3:2], predict the reactants needed to synthesize it. The reactants are: [CH2:1]([O:3][C:4]1[N:8]=[C:7]([CH:9]2[CH2:14][CH:13]([C:15]3[CH:20]=[CH:19][C:18]([CH2:21][C:22]([F:25])([F:24])[F:23])=[CH:17][CH:16]=3)[CH2:12][N:11]([C:26]([N:28]3[CH2:33][CH2:32][S:31][CH2:30][CH2:29]3)=[O:27])[CH2:10]2)[O:6][N:5]=1)[CH3:2].ClC1C=CC=C(C(OO)=[O:42])C=1. (2) The reactants are: OC(C(F)(F)F)=O.N[C@H](C1C(C2C=CC(Cl)=C3C=2N(C)N=C3NS(C)(=O)=O)=CC=C(C#CC(O)(C)C)N=1)CC1C=C(F)C=C(F)C=1.[NH2:47][C:48]1[C:56]2[C:51](=[C:52]([C:59]3[C:60]([C@@H:71]([NH:81]C(=O)OC(C)(C)C)[CH2:72][C:73]4[CH:78]=[C:77]([F:79])[CH:76]=[C:75]([F:80])[CH:74]=4)=[N:61][C:62]([C:65]#[C:66][C:67]([OH:70])([CH3:69])[CH3:68])=[CH:63][CH:64]=3)[CH:53]=[CH:54][C:55]=2[O:57][CH3:58])[N:50]([CH3:89])[N:49]=1. Given the product [NH2:81][C@H:71]([C:60]1[N:61]=[C:62]([C:65]#[C:66][C:67]([CH3:68])([OH:70])[CH3:69])[CH:63]=[CH:64][C:59]=1[C:52]1[CH:53]=[CH:54][C:55]([O:57][CH3:58])=[C:56]2[C:51]=1[N:50]([CH3:89])[N:49]=[C:48]2[NH2:47])[CH2:72][C:73]1[CH:78]=[C:77]([F:79])[CH:76]=[C:75]([F:80])[CH:74]=1, predict the reactants needed to synthesize it. (3) Given the product [CH3:1][N:2]([CH2:46][CH2:47][N:48]1[CH2:53][CH2:52][N:51]([CH3:55])[CH2:50][CH2:49]1)[C:3](=[O:45])[C:4]1[CH:44]=[CH:43][CH:42]=[C:6]([C:7]([NH:9][C:10]2[CH:15]=[CH:14][C:13]([N:16]3[CH2:21][CH2:20][CH2:19][CH2:18][CH2:17]3)=[CH:12][C:11]=2[C:22]2[CH:27]=[C:26]([C:28](=[O:41])[NH:29][CH2:30][C:31]3[CH:36]=[CH:35][CH:34]=[C:33]([C:37]([F:39])([F:40])[F:38])[CH:32]=3)[CH:25]=[CH:24][N:23]=2)=[O:8])[CH:5]=1, predict the reactants needed to synthesize it. The reactants are: [CH3:1][N:2]([CH2:46][CH2:47][N:48]1[CH2:53][CH2:52][NH:51][CH2:50][CH2:49]1)[C:3](=[O:45])[C:4]1[CH:44]=[CH:43][CH:42]=[C:6]([C:7]([NH:9][C:10]2[CH:15]=[CH:14][C:13]([N:16]3[CH2:21][CH2:20][CH2:19][CH2:18][CH2:17]3)=[CH:12][C:11]=2[C:22]2[CH:27]=[C:26]([C:28](=[O:41])[NH:29][CH2:30][C:31]3[CH:36]=[CH:35][CH:34]=[C:33]([C:37]([F:40])([F:39])[F:38])[CH:32]=3)[CH:25]=[CH:24][N:23]=2)=[O:8])[CH:5]=1.[BH3-][C:55]#N.[Na+]. (4) Given the product [F:3][C:4]1[CH:21]=[CH:20][C:7]([CH2:8][C:9]2[N:13]([CH2:25][C:26]([O:28][CH3:29])=[O:27])[N:12]=[C:11]([C:14]3[CH:19]=[CH:18][N:17]=[CH:16][CH:15]=3)[CH:10]=2)=[CH:6][CH:5]=1, predict the reactants needed to synthesize it. The reactants are: N#N.[F:3][C:4]1[CH:21]=[CH:20][C:7]([CH2:8][C:9]2[NH:13][N:12]=[C:11]([C:14]3[CH:19]=[CH:18][N:17]=[CH:16][CH:15]=3)[CH:10]=2)=[CH:6][CH:5]=1.[H-].[Na+].Br[CH2:25][C:26]([O:28][CH3:29])=[O:27]. (5) Given the product [Br:1][C:2]1[C:3]([F:11])=[C:4]([C:5]([F:9])=[C:6]([F:8])[CH:7]=1)[NH2:13], predict the reactants needed to synthesize it. The reactants are: [Br:1][C:2]1[CH:7]=[C:6]([F:8])[C:5]([F:9])=[C:4](F)[C:3]=1[F:11].[OH-].[NH4+:13]. (6) Given the product [CH3:18][N:15]1[CH2:16][CH2:17][N:12]([C:6]2[CH:7]=[CH:8][CH:9]=[C:10]3[C:5]=2[N:4]=[CH:3][C:2]([S:46]([C:40]2[CH:45]=[CH:44][CH:43]=[CH:42][CH:41]=2)(=[O:48])=[O:47])=[CH:11]3)[CH2:13][CH2:14]1, predict the reactants needed to synthesize it. The reactants are: I[C:2]1[CH:3]=[N:4][C:5]2[C:10]([CH:11]=1)=[CH:9][CH:8]=[CH:7][C:6]=2[N:12]1[CH2:17][CH2:16][N:15]([CH3:18])[CH2:14][CH2:13]1.BrC1C=NC2C(C=1)=CC=CC=2N1CCN(C)CC1.O.O.[Na+].[C:40]1([S:46]([O-:48])=[O:47])[CH:45]=[CH:44][CH:43]=[CH:42][CH:41]=1.C(=O)([O-])O.[Na+]. (7) Given the product [Cl:3][C:10]1[C:11]2[C:16](=[CH:15][CH:14]=[C:13]([S:17]([Cl:20])(=[O:19])=[O:18])[CH:12]=2)[C:7]([Cl:6])=[CH:8][N:9]=1, predict the reactants needed to synthesize it. The reactants are: O=P(Cl)(Cl)[Cl:3].[Cl:6][C:7]1[C:16]2[C:11](=[CH:12][C:13]([S:17]([Cl:20])(=[O:19])=[O:18])=[CH:14][CH:15]=2)[C:10](=O)[NH:9][CH:8]=1.CCOCC.